Dataset: Catalyst prediction with 721,799 reactions and 888 catalyst types from USPTO. Task: Predict which catalyst facilitates the given reaction. (1) Reactant: [NH2:1][C:2]1[C:7]([C:8]2[CH:13]=[CH:12][C:11]([OH:14])=[CH:10][CH:9]=2)=[N:6][C:5](Br)=[CH:4][N:3]=1.[CH2:16]([NH:22][C:23]([C:25]1[CH:30]=[CH:29][C:28](B(O)O)=[CH:27][CH:26]=1)=[O:24])[C:17]1[O:21][CH:20]=[CH:19][CH:18]=1.C([O-])([O-])=O.[Na+].[Na+]. Product: [NH2:1][C:2]1[N:3]=[CH:4][C:5]([C:28]2[CH:29]=[CH:30][C:25]([C:23]([NH:22][CH2:16][C:17]3[O:21][CH:20]=[CH:19][CH:18]=3)=[O:24])=[CH:26][CH:27]=2)=[N:6][C:7]=1[C:8]1[CH:13]=[CH:12][C:11]([OH:14])=[CH:10][CH:9]=1. The catalyst class is: 104. (2) Reactant: [N:1]1([CH2:6][CH:7]([OH:10])[CH2:8][OH:9])[CH2:5][CH2:4][CH2:3][CH2:2]1.[C:11]([OH:30])(=O)[CH2:12][CH2:13][CH2:14][CH2:15][CH2:16][CH2:17][CH2:18]/[CH:19]=[CH:20]\[CH2:21]/[CH:22]=[CH:23]\[CH2:24][CH2:25][CH2:26][CH2:27][CH3:28].Cl.C(N=C=N[CH2:37][CH2:38][CH2:39]N(C)C)C. Product: [C:11]([O:10][CH:7]([CH2:6][N:1]1[CH2:5][CH2:4][CH2:3][CH2:2]1)[CH2:8][O:9][C:11](=[O:30])[CH2:12][CH2:13][CH2:14][CH2:15][CH2:16][CH2:17][CH2:18]/[CH:19]=[CH:20]\[CH2:21]/[CH:22]=[CH:23]\[CH2:24][CH2:25][CH2:26][CH2:27][CH3:28])(=[O:30])[CH2:12][CH2:13][CH2:14][CH2:15][CH2:16][CH2:17][CH2:18]/[CH:19]=[CH:20]\[CH2:21]/[CH:22]=[CH:23]\[CH2:24][CH2:25][CH2:39][CH2:38][CH3:37]. The catalyst class is: 143. (3) The catalyst class is: 8. Reactant: Br[CH2:2][C:3]([C:5]1[CH:10]=[CH:9][CH:8]=[CH:7][C:6]=1[O:11][CH3:12])=O.[NH2:13][C:14]1[C:19]([CH3:20])=[CH:18][C:17]([Br:21])=[CH:16][N:15]=1.O. Product: [Br:21][C:17]1[CH:18]=[C:19]([CH3:20])[C:14]2[N:15]([CH:2]=[C:3]([C:5]3[CH:10]=[CH:9][CH:8]=[CH:7][C:6]=3[O:11][CH3:12])[N:13]=2)[CH:16]=1. (4) Reactant: [Cl:1][C:2]1[CH:7]=[CH:6][C:5]([S:8]([NH:11][C@@H:12]2[CH2:17][CH2:16][CH2:15][N:14]([C:18]3[N:23]4[N:24]=[CH:25][CH:26]=[C:22]4[N:21]=[C:20]([CH3:27])[C:19]=3[CH:28]([CH2:34][CH2:35][CH3:36])[C:29]([O:31]CC)=[O:30])[CH2:13]2)(=[O:10])=[O:9])=[CH:4][CH:3]=1.[OH-].[Na+]. Product: [Cl:1][C:2]1[CH:3]=[CH:4][C:5]([S:8]([NH:11][C@@H:12]2[CH2:17][CH2:16][CH2:15][N:14]([C:18]3[N:23]4[N:24]=[CH:25][CH:26]=[C:22]4[N:21]=[C:20]([CH3:27])[C:19]=3[CH:28]([CH2:34][CH2:35][CH3:36])[C:29]([OH:31])=[O:30])[CH2:13]2)(=[O:9])=[O:10])=[CH:6][CH:7]=1. The catalyst class is: 8. (5) Reactant: [C:1]1([C@H:11]([NH:13][CH:14]2[CH2:17][CH:16]([C:18](O)=[O:19])[CH2:15]2)[CH3:12])[C:10]2[C:5](=[CH:6][CH:7]=[CH:8][CH:9]=2)[CH:4]=[CH:3][CH:2]=1.[C:21]([NH2:25])([CH3:24])([CH3:23])[CH3:22]. Product: [C:21]([NH:25][C:18]([CH:16]1[CH2:15][CH:14]([NH:13][C@@H:11]([C:1]2[C:10]3[C:5](=[CH:6][CH:7]=[CH:8][CH:9]=3)[CH:4]=[CH:3][CH:2]=2)[CH3:12])[CH2:17]1)=[O:19])([CH3:24])([CH3:23])[CH3:22]. The catalyst class is: 61. (6) Reactant: [NH2:1][C@@H:2]1[CH2:7][CH2:6][C@H:5]([N:8]([CH3:30])[C:9]2[C:10]([CH3:29])=[C:11]([CH:25]=[C:26]([Br:28])[CH:27]=2)[C:12]([NH:14][CH2:15][C:16]2[C:17](=[O:24])[NH:18][C:19]([CH3:23])=[CH:20][C:21]=2[CH3:22])=[O:13])[CH2:4][CH2:3]1.CCN=C=NCCCN(C)C.Cl.C1C=CC2N(O)N=NC=2C=1.C(N(CC)CC)C.[C:60](O)(=[O:62])[CH3:61]. Product: [C:60]([NH:1][C@@H:2]1[CH2:3][CH2:4][C@H:5]([N:8]([CH3:30])[C:9]2[C:10]([CH3:29])=[C:11]([CH:25]=[C:26]([Br:28])[CH:27]=2)[C:12]([NH:14][CH2:15][C:16]2[C:17](=[O:24])[NH:18][C:19]([CH3:23])=[CH:20][C:21]=2[CH3:22])=[O:13])[CH2:6][CH2:7]1)(=[O:62])[CH3:61]. The catalyst class is: 18. (7) Reactant: [C:1]1([CH3:11])[CH:6]=[CH:5][C:4]([S:7](Cl)(=[O:9])=[O:8])=[CH:3][CH:2]=1.[CH3:12][O:13][C:14]([CH3:19])([CH3:18])[CH2:15][CH2:16][OH:17].C(OCC)C. Product: [CH3:11][C:1]1[CH:6]=[CH:5][C:4]([S:7]([O:17][CH2:16][CH2:15][C:14]([O:13][CH3:12])([CH3:19])[CH3:18])(=[O:9])=[O:8])=[CH:3][CH:2]=1. The catalyst class is: 17.